Dataset: Reaction yield outcomes from USPTO patents with 853,638 reactions. Task: Predict the reaction yield, written as a fraction of the theoretical maximum amount of product (1.0 means a 100% yield; for example, 0.34 means a 34% yield). (1) The reactants are [CH3:1][P:2](=[O:7])([CH:5]=[CH2:6])[CH:3]=[CH2:4].[CH2:8]([NH2:15])[C:9]1[CH:14]=[CH:13][CH:12]=[CH:11][CH:10]=1. The catalyst is C1COCC1.O. The product is [CH2:8]([N:15]1[CH2:6][CH2:5][P:2](=[O:7])([CH3:1])[CH2:3][CH2:4]1)[C:9]1[CH:14]=[CH:13][CH:12]=[CH:11][CH:10]=1. The yield is 0.700. (2) The reactants are [CH3:1][O:2][C:3](=[O:16])[C@@H:4]([NH:8][C:9]([O:11][C:12]([CH3:15])([CH3:14])[CH3:13])=[O:10])[CH2:5][CH2:6]O.C(Br)(Br)(Br)[Br:18].C1(P(C2C=CC=CC=2)C2C=CC=CC=2)C=CC=CC=1. The catalyst is ClCCl. The product is [CH3:1][O:2][C:3](=[O:16])[C@@H:4]([NH:8][C:9]([O:11][C:12]([CH3:15])([CH3:14])[CH3:13])=[O:10])[CH2:5][CH2:6][Br:18]. The yield is 0.760. (3) The reactants are [Cl-].[Ce+3].[Cl-].[Cl-].[BH4-:5].[Na+].[Cl:7][C:8]1[CH:13]=[CH:12][C:11]([PH:14](=O)[C:15]2[CH:20]=[CH:19][C:18]([Cl:21])=[CH:17][CH:16]=2)=[CH:10][CH:9]=1.[H-].[Al+3].[Li+].[H-].[H-].[H-].Cl. The catalyst is C1COCC1.C1(C)C=CC=CC=1. The product is [Cl:21][C:18]1[CH:19]=[CH:20][C:15]([PH:14][C:11]2[CH:12]=[CH:13][C:8]([Cl:7])=[CH:9][CH:10]=2)=[CH:16][CH:17]=1.[BH3:5]. The yield is 0.503. (4) The reactants are [Cl:1][C:2]1[CH:7]=[C:6](I)[CH:5]=[CH:4][C:3]=1[NH:9][S:10]([CH3:13])(=[O:12])=[O:11].[CH3:14][N:15](C)C=O. The catalyst is C(OCC)(=O)C.C1(C)C=CC=CC=1.[C-]#N.[Zn+2].[C-]#N.C1(P(C2C=CC=CC=2)C2C=CC=CC=2)C=CC=CC=1.C1(P(C2C=CC=CC=2)C2C=CC=CC=2)C=CC=CC=1.C1(P(C2C=CC=CC=2)C2C=CC=CC=2)C=CC=CC=1.C1(P(C2C=CC=CC=2)C2C=CC=CC=2)C=CC=CC=1.[Pd]. The product is [Cl:1][C:2]1[CH:7]=[C:6]([C:14]#[N:15])[CH:5]=[CH:4][C:3]=1[NH:9][S:10]([CH3:13])(=[O:12])=[O:11]. The yield is 0.880.